Dataset: Catalyst prediction with 721,799 reactions and 888 catalyst types from USPTO. Task: Predict which catalyst facilitates the given reaction. (1) Reactant: Cl[C:2]1[CH:12]=[CH:11][C:5]([C:6]([N:8]([CH3:10])[CH3:9])=[O:7])=[CH:4][N:3]=1.[NH:13]1[CH2:18][CH2:17][NH:16][CH2:15][CH2:14]1.CC(C)([O-])C.[Na+].CC(C1C=C(C(C)C)C(C2C(P(C3CCCCC3)C3CCCCC3)=C(OC)C=CC=2OC)=C(C(C)C)C=1)C. Product: [CH3:9][N:8]([CH3:10])[C:6]([C:5]1[CH:4]=[N:3][C:2]([N:13]2[CH2:18][CH2:17][NH:16][CH2:15][CH2:14]2)=[CH:12][CH:11]=1)=[O:7]. The catalyst class is: 62. (2) Reactant: [OH:1][CH2:2][C:3]1([CH2:15][OH:16])[C:12](=[O:13])[C:11]2[C:6](=[CH:7][C:8]([CH3:14])=[CH:9][CH:10]=2)[S:5][CH2:4]1.I([O-])(=O)(=O)=[O:18].[Na+]. Product: [OH:1][CH2:2][C:3]1([CH2:15][OH:16])[C:12](=[O:13])[C:11]2[C:6](=[CH:7][C:8]([CH3:14])=[CH:9][CH:10]=2)[S:5](=[O:18])[CH2:4]1. The catalyst class is: 24. (3) Reactant: C([O:5][C:6]([C:8]1[N:13]=[CH:12][CH:11]=[CH:10][N:9]=1)=[O:7])(C)(C)C. Product: [N:9]1[CH:10]=[CH:11][CH:12]=[N:13][C:8]=1[C:6]([OH:7])=[O:5].[CH:6]([O-:7])=[O:5]. The catalyst class is: 106. (4) Reactant: [C:1]([O:4][CH2:5][C:6]1[CH:15]=[CH:14][C:13]2[C:8](=[C:9]([Cl:20])[C:10]([O:16]COC)=[CH:11][CH:12]=2)[N:7]=1)(=[O:3])[CH3:2]. Product: [C:1]([O:4][CH2:5][C:6]1[CH:15]=[CH:14][C:13]2[C:8](=[C:9]([Cl:20])[C:10]([OH:16])=[CH:11][CH:12]=2)[N:7]=1)(=[O:3])[CH3:2]. The catalyst class is: 209. (5) Reactant: [OH-:1].[Li+].OO.C([C@@H]1COC(=O)N1[C:18](=[O:38])[C@@H:19]([C:32]1[S:33][C:34]([Cl:37])=[CH:35][CH:36]=1)[CH2:20][N:21]([CH:29]([CH3:31])[CH3:30])[C:22](=[O:28])[O:23][C:24]([CH3:27])([CH3:26])[CH3:25])C1C=CC=CC=1. Product: [C:24]([O:23][C:22]([N:21]([CH:29]([CH3:30])[CH3:31])[CH2:20][C@H:19]([C:32]1[S:33][C:34]([Cl:37])=[CH:35][CH:36]=1)[C:18]([OH:38])=[O:1])=[O:28])([CH3:25])([CH3:26])[CH3:27]. The catalyst class is: 90. (6) Reactant: [Cl-].[Al+3].[Cl-].[Cl-].[Br:5][C:6]1[CH:7]=[C:8]2[CH:14]=[CH:13][NH:12][C:9]2=[N:10][CH:11]=1.[C:15](Cl)(=[O:17])[CH3:16]. Product: [Br:5][C:6]1[CH:7]=[C:8]2[C:14]([C:15](=[O:17])[CH3:16])=[CH:13][NH:12][C:9]2=[N:10][CH:11]=1. The catalyst class is: 2.